From a dataset of Forward reaction prediction with 1.9M reactions from USPTO patents (1976-2016). Predict the product of the given reaction. (1) Given the reactants [C:1]([C:5]1[O:9][CH:8]=[N:7][C:6]=1[CH:10]=[C:11](O)[C:12]([NH:14][C@H:15]([C:23](=[O:25])[NH2:24])[CH2:16][C:17]1[CH:22]=[CH:21][CH:20]=[CH:19][CH:18]=1)=[O:13])([CH3:4])([CH3:3])[CH3:2].CC1C=CC(S(O)(=O)=O)=CC=1, predict the reaction product. The product is: [C:1]([C:5]1[O:9][CH:8]=[N:7][C:6]=1/[CH:10]=[C:11]1/[C:12](=[O:13])[NH:14][C@@H:15]([CH2:16][C:17]2[CH:22]=[CH:21][CH:20]=[CH:19][CH:18]=2)[C:23](=[O:25])[NH:24]/1)([CH3:4])([CH3:3])[CH3:2]. (2) Given the reactants C([O:3][C:4]([C:6]1[CH:7]=[C:8]2[C:13](=[CH:14][CH:15]=1)[NH:12][CH:11]([C:16]1[CH:21]=[CH:20][CH:19]=[C:18]([C:22]#[N:23])[CH:17]=1)[CH2:10][C:9]2([CH3:25])[CH3:24])=[O:5])C.[OH-].[Na+].O.Cl, predict the reaction product. The product is: [C:22]([C:18]1[CH:17]=[C:16]([CH:11]2[CH2:10][C:9]([CH3:25])([CH3:24])[C:8]3[C:13](=[CH:14][CH:15]=[C:6]([C:4]([OH:5])=[O:3])[CH:7]=3)[NH:12]2)[CH:21]=[CH:20][CH:19]=1)#[N:23]. (3) Given the reactants [CH3:1][C:2]1[CH:3]=[C:4]2[C:13](=[CH:14][CH:15]=1)[C:7]1([CH2:12][CH2:11][NH:10][CH2:9][CH2:8]1)[CH2:6][CH:5]2[CH2:16][C:17]([OH:19])=[O:18].Cl[C:21]([O:23][CH:24]1[CH:31]2[CH2:32][CH:27]3[CH2:28][CH:29]([CH2:33][CH:25]1[CH2:26]3)[CH2:30]2)=[O:22], predict the reaction product. The product is: [CH3:1][C:2]1[CH:3]=[C:4]2[C:13](=[CH:14][CH:15]=1)[C:7]1([CH2:8][CH2:9][N:10]([C:21]([O:23][CH:24]3[CH:25]4[CH2:33][CH:29]5[CH2:28][CH:27]([CH2:32][CH:31]3[CH2:30]5)[CH2:26]4)=[O:22])[CH2:11][CH2:12]1)[CH2:6][CH:5]2[CH2:16][C:17]([OH:19])=[O:18]. (4) Given the reactants [Cl:1][CH2:2][CH2:3]Cl.[CH2:5]([C:9]1[CH:14]=[CH:13]C(CO)=[CH:11][C:10]=1[C:17]([F:20])([F:19])[F:18])[CH:6](C)C.S(Cl)(Cl)=O.[CH3:25]N(C=O)C, predict the reaction product. The product is: [Cl:1][CH2:2][C:3]1[CH:13]=[CH:14][C:9]([CH:5]([CH3:6])[CH3:25])=[C:10]([C:17]([F:18])([F:19])[F:20])[CH:11]=1. (5) Given the reactants [F:1][C:2]1[CH:10]=[CH:9][C:5]([C:6](Cl)=O)=[CH:4][CH:3]=1.[Cl:11][C:12]1[CH:13]=[N:14][CH:15]=[CH:16][C:17]=1[C:18]1[C:23]([C:24]2[CH:29]=[CH:28][N:27]=[CH:26][C:25]=2[F:30])=[CH:22][C:21]([NH2:31])=[C:20]([NH2:32])[N:19]=1, predict the reaction product. The product is: [Cl:11][C:12]1[CH:13]=[N:14][CH:15]=[CH:16][C:17]=1[C:18]1[N:19]=[C:20]2[NH:32][C:6]([C:5]3[CH:9]=[CH:10][C:2]([F:1])=[CH:3][CH:4]=3)=[N:31][C:21]2=[CH:22][C:23]=1[C:24]1[CH:29]=[CH:28][N:27]=[CH:26][C:25]=1[F:30]. (6) Given the reactants [Cl:1][C:2]1[CH:3]=[C:4]([NH:16][C:17]2[C:29]3[C:28]4[CH2:27][CH2:26][NH:25][CH2:24][C:23]=4[S:22][C:21]=3[N:20]=[CH:19][N:18]=2)[CH:5]=[CH:6][C:7]=1[O:8][CH2:9][C:10]1[CH:15]=[CH:14][CH:13]=[CH:12][N:11]=1.[N:30]1([CH2:36][CH2:37][C:38]#[C:39][C:40](O)=[O:41])[CH2:35][CH2:34][CH2:33][CH2:32][CH2:31]1.F[B-](F)(F)F.N1(OC(N(C)C)=[N+](C)C)C2C=CC=CC=2N=N1.C(N(C(C)C)CC)(C)C, predict the reaction product. The product is: [Cl:1][C:2]1[CH:3]=[C:4]([NH:16][C:17]2[C:29]3[C:28]4[CH2:27][CH2:26][N:25]([C:40](=[O:41])[C:39]#[C:38][CH2:37][CH2:36][N:30]5[CH2:35][CH2:34][CH2:33][CH2:32][CH2:31]5)[CH2:24][C:23]=4[S:22][C:21]=3[N:20]=[CH:19][N:18]=2)[CH:5]=[CH:6][C:7]=1[O:8][CH2:9][C:10]1[CH:15]=[CH:14][CH:13]=[CH:12][N:11]=1. (7) The product is: [O:19]1[CH2:24][CH2:23][CH2:22][O:21][CH:20]1[C:25]1[CH:26]=[C:27]([S:31][C:32]2[C:33]([F:43])=[CH:34][C:35]([N+:40]([O-:42])=[O:41])=[C:36]([CH:37]=[C:9]([CH2:10][CH:11]3[CH2:12][CH2:13][O:14][CH2:15][CH2:16]3)[C:17]#[N:18])[CH:39]=2)[CH:28]=[CH:29][CH:30]=1. Given the reactants C(OP([CH:9]([C:17]#[N:18])[CH2:10][CH:11]1[CH2:16][CH2:15][O:14][CH2:13][CH2:12]1)(=O)OCC)C.[O:19]1[CH2:24][CH2:23][CH2:22][O:21][CH:20]1[C:25]1[CH:26]=[C:27]([S:31][C:32]2[C:33]([F:43])=[CH:34][C:35]([N+:40]([O-:42])=[O:41])=[C:36]([CH:39]=2)[CH:37]=O)[CH:28]=[CH:29][CH:30]=1, predict the reaction product.